Dataset: Reaction yield outcomes from USPTO patents with 853,638 reactions. Task: Predict the reaction yield, written as a fraction of the theoretical maximum amount of product (1.0 means a 100% yield; for example, 0.34 means a 34% yield). (1) The catalyst is CN(C=O)C. The yield is 0.730. The reactants are [NH:1]1[C:5]([C:6]2[CH:11]=[CH:10][C:9]([N:12]3[CH2:21][CH2:20][C:15]4([O:19][CH2:18][CH2:17][O:16]4)[CH2:14][CH2:13]3)=[CH:8][CH:7]=2)=[N:4][N:3]=[N:2]1.C(=O)([O-])[O-].[Cs+].[Cs+].I[CH2:29][C:30]([O:32][CH2:33][CH3:34])=[O:31]. The product is [CH2:33]([O:32][C:30](=[O:31])[CH2:29][N:3]1[N:2]=[N:1][C:5]([C:6]2[CH:11]=[CH:10][C:9]([N:12]3[CH2:13][CH2:14][C:15]4([O:19][CH2:18][CH2:17][O:16]4)[CH2:20][CH2:21]3)=[CH:8][CH:7]=2)=[N:4]1)[CH3:34].[CH2:33]([O:32][C:30](=[O:31])[CH2:29][N:4]1[C:5]([C:6]2[CH:11]=[CH:10][C:9]([N:12]3[CH2:13][CH2:14][C:15]4([O:19][CH2:18][CH2:17][O:16]4)[CH2:20][CH2:21]3)=[CH:8][CH:7]=2)=[N:1][N:2]=[N:3]1)[CH3:34]. (2) The reactants are Cl[C:2]1[CH:7]=[CH:6][N:5]=[C:4]2[O:8][C:9]3([CH:15]4[CH2:16][CH2:17][N:12]([CH2:13][CH2:14]4)[CH2:11]3)[CH2:10][C:3]=12.C(=O)([O-])[O-].[Na+].[Na+].[CH2:24]([NH2:31])[C:25]1[CH:30]=[CH:29][CH:28]=[CH:27][CH:26]=1. The product is [C:25]1([CH2:24][NH:31][C:2]2[CH:7]=[CH:6][N:5]=[C:4]3[O:8][C:9]4([CH:15]5[CH2:16][CH2:17][N:12]([CH2:13][CH2:14]5)[CH2:11]4)[CH2:10][C:3]=23)[CH:30]=[CH:29][CH:28]=[CH:27][CH:26]=1. The yield is 0.340. The catalyst is O. (3) The reactants are C(C1[CH:4]=[C:5]([N+:12]([O-:14])=[O:13])[CH:6]=[C:7]2[C:11]=1[NH:10][CH:9]=[CH:8]2)#N.[CH3:15][Mg+].[Br-].[OH-].[Na+].CCO[C:23]([CH3:25])=[O:24]. The catalyst is C1COCC1.CCCCCC. The product is [C:23]([C:25]1[CH:4]=[C:5]([N+:12]([O-:14])=[O:13])[CH:6]=[C:7]2[C:11]=1[NH:10][CH:9]=[CH:8]2)(=[O:24])[CH3:15]. The yield is 0.260. (4) The reactants are C1(C)C=CC(S(O[CH:11]([CH2:13]/[CH:14]=[CH:15]/[C:16]2[CH:17]=[N:18][CH:19]=[CH:20][CH:21]=2)[CH3:12])(=O)=O)=CC=1.[CH3:23][NH2:24]. The catalyst is C(O)C. The product is [CH3:23][NH:24][CH:11]([CH2:13]/[CH:14]=[CH:15]/[C:16]1[CH:17]=[N:18][CH:19]=[CH:20][CH:21]=1)[CH3:12]. The yield is 0.516. (5) The reactants are [CH:1]1([O:6][C:7]2[N:12]=[CH:11][C:10]([NH2:13])=[CH:9][CH:8]=2)[CH2:5][CH2:4][CH2:3][CH2:2]1.Cl[C:15]([O:17][C:18]1[CH:23]=[CH:22][C:21]([N+:24]([O-:26])=[O:25])=[CH:20][CH:19]=1)=[O:16]. The catalyst is C1COCC1. The product is [N+:24]([C:21]1[CH:20]=[CH:19][C:18]([O:17][C:15](=[O:16])[NH:13][C:10]2[CH:11]=[N:12][C:7]([O:6][CH:1]3[CH2:2][CH2:3][CH2:4][CH2:5]3)=[CH:8][CH:9]=2)=[CH:23][CH:22]=1)([O-:26])=[O:25]. The yield is 0.770. (6) The reactants are C1(P(N=[N+]=[N-])(C2C=CC=CC=2)=O)C=CC=CC=1.C([N:20]([CH2:23]C)CC)C.[Cl:25][C:26]1[CH:31]=[CH:30][C:29]([S:32]([CH:35]([C:46]2[CH:51]=[C:50]([F:52])[CH:49]=[CH:48][C:47]=2[F:53])[C:36]2[C:41]([CH3:42])=[CH:40][N:39]=[C:38](C(O)=O)[CH:37]=2)(=[O:34])=[O:33])=[CH:28][CH:27]=1.C(OCC)(=[O:56])C.[C:60]([OH:64])([CH3:63])([CH3:62])[CH3:61]. The catalyst is C1(C)C=CC=CC=1. The product is [C:60]([O:64][C:23](=[O:56])[NH:20][C:38]1[CH:37]=[C:36]([CH:35]([S:32]([C:29]2[CH:28]=[CH:27][C:26]([Cl:25])=[CH:31][CH:30]=2)(=[O:34])=[O:33])[C:46]2[CH:51]=[C:50]([F:52])[CH:49]=[CH:48][C:47]=2[F:53])[C:41]([CH3:42])=[CH:40][N:39]=1)([CH3:63])([CH3:62])[CH3:61]. The yield is 0.800. (7) The reactants are [C:1]([C:5]1[CH:44]=[CH:43][C:8]([C:9]([NH:11][C@@H:12]([CH2:16][C:17]2[CH:22]=[CH:21][C:20]([C:23]3[N:28]=[CH:27][C:26]([C:29]4[CH:34]=[CH:33][C:32]([O:35][CH2:36][CH2:37][CH2:38][CH2:39][CH2:40][CH2:41][CH3:42])=[CH:31][CH:30]=4)=[CH:25][N:24]=3)=[CH:19][CH:18]=2)[C:13](O)=[O:14])=[O:10])=[CH:7][CH:6]=1)([CH3:4])([CH3:3])[CH3:2].[CH3:45][S:46]([NH2:49])(=[O:48])=[O:47].C(Cl)CCl. The catalyst is CN(C1C=CN=CC=1)C.CN(C=O)C.CC(=O)OCC. The product is [C:1]([C:5]1[CH:44]=[CH:43][C:8]([C:9]([NH:11][C@@H:12]([CH2:16][C:17]2[CH:22]=[CH:21][C:20]([C:23]3[N:28]=[CH:27][C:26]([C:29]4[CH:30]=[CH:31][C:32]([O:35][CH2:36][CH2:37][CH2:38][CH2:39][CH2:40][CH2:41][CH3:42])=[CH:33][CH:34]=4)=[CH:25][N:24]=3)=[CH:19][CH:18]=2)[C:13]([NH:49][S:46]([CH3:45])(=[O:48])=[O:47])=[O:14])=[O:10])=[CH:7][CH:6]=1)([CH3:3])([CH3:2])[CH3:4]. The yield is 0.400. (8) The reactants are [Cl:1][C:2]1[CH:7]=[CH:6][C:5]([OH:8])=[CH:4][CH:3]=1.[H-].[Na+].[N+]([C:14]1[O:18][C:17]([CH:19]=[O:20])=[CH:16][CH:15]=1)([O-])=O.O. The catalyst is CS(C)=O.C(OCC)(=O)C.CCCCCC. The product is [Cl:1][C:2]1[CH:7]=[CH:6][C:5]([O:8][C:14]2[O:18][C:17]([CH:19]=[O:20])=[CH:16][CH:15]=2)=[CH:4][CH:3]=1. The yield is 0.530.